Dataset: Reaction yield outcomes from USPTO patents with 853,638 reactions. Task: Predict the reaction yield, written as a fraction of the theoretical maximum amount of product (1.0 means a 100% yield; for example, 0.34 means a 34% yield). (1) The reactants are [NH2:1][C:2]1[CH:15]=[CH:14][C:5]([O:6][C:7]2[CH:12]=[C:11](Cl)[N:10]=[CH:9][N:8]=2)=[CH:4][C:3]=1[F:16].[NH3:17]. The catalyst is O1CCCC1.CO. The product is [NH2:17][C:11]1[CH:12]=[C:7]([O:6][C:5]2[CH:14]=[CH:15][C:2]([NH2:1])=[C:3]([F:16])[CH:4]=2)[N:8]=[CH:9][N:10]=1. The yield is 0.350. (2) The reactants are [CH2:1]([O:3][CH2:4][C:5]1[N:6]([CH2:19][C:20]([CH3:49])([O:22][CH2:23][CH2:24][NH:25][CH2:26][CH2:27][CH2:28][O:29]C(C2C=CC=CC=2)(C2C=CC=CC=2)C2C=CC=CC=2)[CH3:21])[C:7]2[C:16]3[CH:15]=[CH:14][CH:13]=[CH:12][C:11]=3[N:10]=[C:9]([NH2:17])[C:8]=2[N:18]=1)[CH3:2].C(O)(C(F)(F)F)=O. The catalyst is C(Cl)Cl. The product is [NH2:17][C:9]1[C:8]2[N:18]=[C:5]([CH2:4][O:3][CH2:1][CH3:2])[N:6]([CH2:19][C:20]([CH3:49])([O:22][CH2:23][CH2:24][NH:25][CH2:26][CH2:27][CH2:28][OH:29])[CH3:21])[C:7]=2[C:16]2[CH:15]=[CH:14][CH:13]=[CH:12][C:11]=2[N:10]=1. The yield is 0.360. (3) The reactants are [F:1][C:2]1[C:11]2[O:10][CH2:9][CH:8]([NH:12][CH2:13][CH2:14][CH2:15][CH2:16][C:17]3[C:21]4[CH:22]=[CH:23][CH:24]=[C:25]([O:26][CH3:27])[C:20]=4[O:19][CH:18]=3)[CH2:7][C:6]=2[C:5]([C:28]([NH2:30])=[O:29])=[CH:4][CH:3]=1.[CH:31](=O)[CH3:32]. No catalyst specified. The product is [CH2:31]([N:12]([CH2:13][CH2:14][CH2:15][CH2:16][C:17]1[C:21]2[CH:22]=[CH:23][CH:24]=[C:25]([O:26][CH3:27])[C:20]=2[O:19][CH:18]=1)[CH:8]1[CH2:7][C:6]2[C:5]([C:28]([NH2:30])=[O:29])=[CH:4][CH:3]=[C:2]([F:1])[C:11]=2[O:10][CH2:9]1)[CH3:32]. The yield is 0.690. (4) The reactants are Cl[C:2]1[N:10]=[C:9]([CH3:11])[N:8]=[C:7]2[C:3]=1[N:4]=[CH:5][N:6]2[CH:12]1[CH2:17][CH2:16][CH2:15][CH2:14][O:13]1.[C:18]([O:22][C:23]([N:25]1[CH2:30][CH2:29][N:28]([C@@H:31]([C:33]2[CH:34]=[C:35](B(O)O)[C:36]([F:39])=[N:37][CH:38]=2)[CH3:32])[C@@H:27]([CH3:43])[CH2:26]1)=[O:24])([CH3:21])([CH3:20])[CH3:19].C([O-])(=O)C.[K+].CO. The catalyst is O1CCOCC1.ClCCl.O.[Cl-].[Na+].O. The product is [F:39][C:36]1[N:37]=[CH:38][C:33]([C@H:31]([N:28]2[CH2:29][CH2:30][N:25]([C:23]([O:22][C:18]([CH3:19])([CH3:21])[CH3:20])=[O:24])[CH2:26][C@@H:27]2[CH3:43])[CH3:32])=[CH:34][C:35]=1[C:2]1[N:10]=[C:9]([CH3:11])[N:8]=[C:7]2[C:3]=1[N:4]=[CH:5][N:6]2[CH:12]1[CH2:17][CH2:16][CH2:15][CH2:14][O:13]1. The yield is 0.800. (5) The reactants are Br[C:2]1[N:10]=[CH:9][N:8]=[C:7]2[C:3]=1[N:4]=[CH:5][NH:6]2.[NH2:11][CH:12]([C:14]1[CH:15]=[C:16]([Cl:32])[C:17]([CH2:29][C:30]#[N:31])=[C:18]([C:27]#[N:28])[C:19]=1[C:20]1[CH:25]=[CH:24][CH:23]=[C:22]([F:26])[CH:21]=1)[CH3:13].C(N(CC)C(C)C)(C)C. The yield is 0.300. The product is [Cl:32][C:16]1[C:17]([CH2:29][C:30]#[N:31])=[C:18]([C:27]#[N:28])[C:19]([C:20]2[CH:25]=[CH:24][CH:23]=[C:22]([F:26])[CH:21]=2)=[C:14]([CH:12]([NH:11][C:2]2[N:10]=[CH:9][N:8]=[C:7]3[C:3]=2[N:4]=[CH:5][NH:6]3)[CH3:13])[CH:15]=1. The catalyst is C(O)(C)C. (6) The reactants are N[C@H](C(O)=O)CS.C1(=O)NC(=O)C=C1.[OH:15][C:16]([CH2:18][CH2:19][CH2:20][CH2:21][C@H:22]1[C@@H:30]2[C@@H:25]([NH:26][C:27]([NH:29]2)=[O:28])[CH2:24][S:23]1)=[O:17]. No catalyst specified. The product is [OH:17][C:16]([CH2:18][CH2:19][CH2:20][CH2:21][C@H:22]1[C@@H:30]2[C@@H:25]([NH:26][C:27]([NH:29]2)=[O:28])[CH2:24][S:23]1)=[O:15]. The yield is 1.00.